From a dataset of Peptide-MHC class II binding affinity with 134,281 pairs from IEDB. Regression. Given a peptide amino acid sequence and an MHC pseudo amino acid sequence, predict their binding affinity value. This is MHC class II binding data. (1) The peptide sequence is LEAAVKQAYAATIAA. The MHC is DRB1_0404 with pseudo-sequence DRB1_0404. The binding affinity (normalized) is 0.473. (2) The peptide sequence is GELQILDKIDAAFKI. The MHC is DRB1_0802 with pseudo-sequence DRB1_0802. The binding affinity (normalized) is 0.548.